This data is from Experimentally validated miRNA-target interactions with 360,000+ pairs, plus equal number of negative samples. The task is: Binary Classification. Given a miRNA mature sequence and a target amino acid sequence, predict their likelihood of interaction. (1) The miRNA is hsa-miR-125a-5p with sequence UCCCUGAGACCCUUUAACCUGUGA. The protein sequence of the target gene is MNCSESQRLRTLLSRLLLELHHRGNASGLGAGPRPSMGMGVVPDPFVGREVTSAKGDDAYLYILLIMIFYACLAGGLILAYTRSRKLVEAKDEPSQACAEHEWAPGGALTADAEAAAGSQAEGRRQLASEGLPALAQGAERV. Result: 0 (no interaction). (2) The miRNA is hsa-miR-124-3p with sequence UAAGGCACGCGGUGAAUGCCAA. The protein sequence of the target gene is MFFTCGPNEAMVVSGFCRSPPVMVAGGRVFVLPCIQQIQRISLNTLTLNVKSEKVYTRHGVPISVTGIAQVKIQGQNKEMLAAACQMFLGKTEAEIAHIALETLEGHQRAIMAHMTVEEIYKDRQKFSEQVFKVASSDLVNMGISVVSYTLKDIHDDQDYLHSLGKARTAQVQKDARIGEAEAKRDAGIREAKAKQEKVSAQYLSEIEMAKAQRDYELKKAAYDIEVNTRRAQADLAYQLQVAKTKQQIEEQRVQVQVVERAQQVAVQEQEIARREKELEARVRKPAEAERYKLERLAEA.... Result: 1 (interaction).